Dataset: Reaction yield outcomes from USPTO patents with 853,638 reactions. Task: Predict the reaction yield, written as a fraction of the theoretical maximum amount of product (1.0 means a 100% yield; for example, 0.34 means a 34% yield). (1) The reactants are [CH2:1]([Zn]CC)C.C1(C)C=CC=CC=1.ClCI.[CH3:16]/[C:17](=[CH:20]/[CH:21]([C:23]1[CH:28]=[CH:27][CH:26]=[CH:25][CH:24]=1)[CH3:22])/[CH2:18][OH:19].S(=O)(=O)(O)O. No catalyst specified. The product is [CH3:16][C@:17]1([CH2:18][OH:19])[CH2:1][C@H:20]1[C@H:21]([C:23]1[CH:24]=[CH:25][CH:26]=[CH:27][CH:28]=1)[CH3:22]. The yield is 0.610. (2) The reactants are [N:1]1[CH:6]=[CH:5][CH:4]=[C:3]([OH:7])[CH:2]=1.[Br:8][C:9]1[CH:16]=[C:15](F)[CH:14]=[CH:13][C:10]=1[CH:11]=[O:12].C([O-])([O-])=O.[K+].[K+]. The catalyst is CN(C=O)C.O. The product is [Br:8][C:9]1[CH:16]=[C:15]([O:7][C:3]2[CH:2]=[N:1][CH:6]=[CH:5][CH:4]=2)[CH:14]=[CH:13][C:10]=1[CH:11]=[O:12]. The yield is 1.00. (3) The reactants are C1COCC1.[H-].[Na+].[CH3:8][O:9][C:10]1[CH:11]=[C:12]([CH:15]=[CH:16][C:17]=1[N:18]1[CH:22]=[C:21]([CH3:23])[N:20]=[CH:19]1)[CH:13]=O.[C:24]([O:27][CH2:28][CH3:29])(=[O:26])[CH3:25]. The catalyst is O. The product is [CH2:28]([O:27][C:24](=[O:26])/[CH:25]=[CH:13]/[C:12]1[CH:15]=[CH:16][C:17]([N:18]2[CH:22]=[C:21]([CH3:23])[N:20]=[CH:19]2)=[C:10]([O:9][CH3:8])[CH:11]=1)[CH3:29]. The yield is 0.860. (4) The reactants are C([C:4]1([C:10]2[C:18]3[C:13](=[CH:14][CH:15]=[C:16]([NH:19][C:20]([C:22]4[CH:27]=[CH:26][CH:25]=[CH:24][N:23]=4)=[O:21])[CH:17]=3)[NH:12][N:11]=2)[CH:9]=[CH:8][CH:7]=[CH:6][CH2:5]1)(=O)C.N. The catalyst is CO. The product is [C:4]1([C:10]2[C:18]3[C:13](=[CH:14][CH:15]=[C:16]([NH:19][C:20]([C:22]4[CH:27]=[CH:26][CH:25]=[CH:24][N:23]=4)=[O:21])[CH:17]=3)[NH:12][N:11]=2)[CH:5]=[CH:6][CH:7]=[CH:8][CH:9]=1. The yield is 0.710. (5) The reactants are [OH:1][C:2]1[CH:9]=[CH:8][C:5]([CH:6]=[O:7])=[C:4]([CH3:10])[CH:3]=1.Br[CH2:12][CH2:13][CH2:14][CH3:15]. No catalyst specified. The product is [CH3:10][C:4]1[CH:3]=[C:2]([O:1][CH2:12][CH2:13][CH2:14][CH3:15])[CH:9]=[CH:8][C:5]=1[CH:6]=[O:7]. The yield is 0.680.